From a dataset of Peptide-MHC class I binding affinity with 185,985 pairs from IEDB/IMGT. Regression. Given a peptide amino acid sequence and an MHC pseudo amino acid sequence, predict their binding affinity value. This is MHC class I binding data. The peptide sequence is NTDAFSREY. The MHC is HLA-B58:01 with pseudo-sequence HLA-B58:01. The binding affinity (normalized) is 0.0847.